This data is from Forward reaction prediction with 1.9M reactions from USPTO patents (1976-2016). The task is: Predict the product of the given reaction. (1) Given the reactants [Br:1][C:2]1[CH:7]=[CH:6][C:5]([N:8]2[CH2:13][CH2:12][NH:11][CH2:10][CH2:9]2)=[CH:4][CH:3]=1.[F:14][C:15]1([F:21])[CH2:17][CH:16]1[C:18](O)=[O:19].CN(C)CCCN=C=NCC.CCN(C(C)C)C(C)C, predict the reaction product. The product is: [Br:1][C:2]1[CH:3]=[CH:4][C:5]([N:8]2[CH2:13][CH2:12][N:11]([C:18]([CH:16]3[CH2:17][C:15]3([F:21])[F:14])=[O:19])[CH2:10][CH2:9]2)=[CH:6][CH:7]=1. (2) The product is: [CH3:23][S:20]([O:19][CH2:18][CH2:17][N:9]([C:10]([O:11][C:12]([CH3:14])([CH3:15])[CH3:13])=[O:16])[CH2:8][C:3]1[CH:4]=[CH:5][CH:6]=[CH:7][C:2]=1[F:1])(=[O:22])=[O:21]. Given the reactants [F:1][C:2]1[CH:7]=[CH:6][CH:5]=[CH:4][C:3]=1[CH2:8][N:9]([CH2:17][CH2:18][OH:19])[C:10](=[O:16])[O:11][C:12]([CH3:15])([CH3:14])[CH3:13].[S:20](Cl)([CH3:23])(=[O:22])=[O:21], predict the reaction product. (3) Given the reactants [I:1][C:2]1[CH:7]=[CH:6][C:5]([NH:8][NH2:9])=[CH:4][CH:3]=1.[C:10]1(=O)[O:15][C:13](=[O:14])[C:12]2=[CH:16][CH:17]=[CH:18][CH:19]=[C:11]12.O, predict the reaction product. The product is: [OH:15][C:10]1[C:11]2[C:12](=[CH:16][CH:17]=[CH:18][CH:19]=2)[C:13](=[O:14])[N:8]([C:5]2[CH:6]=[CH:7][C:2]([I:1])=[CH:3][CH:4]=2)[N:9]=1. (4) Given the reactants [CH3:1][O:2][C:3]([C:5]1[N:6]([CH2:25][C:26]2[CH:31]=[CH:30][CH:29]=[CH:28][CH:27]=2)[C:7](=[O:24])[C:8]2[C:13]([C:14]=1[C:15]1[CH:20]=[CH:19][C:18]([CH:21]=[O:22])=[CH:17][CH:16]=1)=[CH:12][C:11]([Cl:23])=[CH:10][CH:9]=2)=[O:4].P([O-])(O)(O)=[O:33].[Na+].CC(=CC)C.Cl([O-])=O.[Na+], predict the reaction product. The product is: [CH3:1][O:2][C:3]([C:5]1[N:6]([CH2:25][C:26]2[CH:31]=[CH:30][CH:29]=[CH:28][CH:27]=2)[C:7](=[O:24])[C:8]2[C:13]([C:14]=1[C:15]1[CH:20]=[CH:19][C:18]([C:21]([OH:33])=[O:22])=[CH:17][CH:16]=1)=[CH:12][C:11]([Cl:23])=[CH:10][CH:9]=2)=[O:4]. (5) Given the reactants [C:1]1([C@@H:7]([CH3:13])[CH2:8][NH:9][C:10]([NH2:12])=[S:11])[CH:6]=[CH:5][CH:4]=[CH:3][CH:2]=1.Br[CH:15]([CH:19]([CH3:21])[CH3:20])[C:16](O)=[O:17], predict the reaction product. The product is: [CH:19]([C@@H:15]1[S:11][C:10]([NH:9][CH2:8][C@@H:7]([C:1]2[CH:6]=[CH:5][CH:4]=[CH:3][CH:2]=2)[CH3:13])=[N:12][C:16]1=[O:17])([CH3:21])[CH3:20].